This data is from NCI-60 drug combinations with 297,098 pairs across 59 cell lines. The task is: Regression. Given two drug SMILES strings and cell line genomic features, predict the synergy score measuring deviation from expected non-interaction effect. Drug 1: C(CC(=O)O)C(=O)CN.Cl. Drug 2: C1CNP(=O)(OC1)N(CCCl)CCCl. Cell line: OVCAR-4. Synergy scores: CSS=5.36, Synergy_ZIP=-2.24, Synergy_Bliss=0.263, Synergy_Loewe=-11.7, Synergy_HSA=-4.87.